This data is from Peptide-MHC class I binding affinity with 185,985 pairs from IEDB/IMGT. The task is: Regression. Given a peptide amino acid sequence and an MHC pseudo amino acid sequence, predict their binding affinity value. This is MHC class I binding data. (1) The peptide sequence is NNKSRLVAF. The MHC is HLA-A01:01 with pseudo-sequence HLA-A01:01. The binding affinity (normalized) is 0.0847. (2) The peptide sequence is LMPLARFWL. The MHC is HLA-B40:01 with pseudo-sequence HLA-B40:01. The binding affinity (normalized) is 0.0847.